From a dataset of Catalyst prediction with 721,799 reactions and 888 catalyst types from USPTO. Predict which catalyst facilitates the given reaction. Reactant: [H-].[Na+].[Cl:3][C:4]1[CH:9]=[CH:8][N:7]=[C:6]([O:10][CH3:11])[C:5]=1[C:12]1[NH:25][C:15]2=[CH:16][C:17]3[C:18](=[O:24])[NH:19][C:20](=[O:23])[C:21]=3[CH:22]=[C:14]2[N:13]=1.[CH3:26]I.O. Product: [Cl:3][C:4]1[CH:9]=[CH:8][N:7]=[C:6]([O:10][CH3:11])[C:5]=1[C:12]1[N:13]([CH3:26])[C:14]2=[CH:22][C:21]3[C:20](=[O:23])[NH:19][C:18](=[O:24])[C:17]=3[CH:16]=[C:15]2[N:25]=1. The catalyst class is: 3.